This data is from Forward reaction prediction with 1.9M reactions from USPTO patents (1976-2016). The task is: Predict the product of the given reaction. (1) Given the reactants [Cl:1][C:2]1[CH:3]=[C:4]([C:10]2[CH2:14][C:13]([C:19]3[CH:24]=[C:23]([Cl:25])[CH:22]=[C:21]([Cl:26])[CH:20]=3)([C:15]([F:18])([F:17])[F:16])[O:12][N:11]=2)[CH:5]=[CH:6][C:7]=1[CH2:8][OH:9].[Cr](Cl)([O-])(=O)=O.[NH+]1C=CC=CC=1, predict the reaction product. The product is: [Cl:1][C:2]1[CH:3]=[C:4]([C:10]2[CH2:14][C:13]([C:19]3[CH:20]=[C:21]([Cl:26])[CH:22]=[C:23]([Cl:25])[CH:24]=3)([C:15]([F:18])([F:17])[F:16])[O:12][N:11]=2)[CH:5]=[CH:6][C:7]=1[CH:8]=[O:9]. (2) Given the reactants [NH2:1][C:2]1[N:10]=[CH:9][CH:8]=[CH:7][C:3]=1[C:4]([OH:6])=O.[CH3:11][O:12][CH2:13][CH2:14][NH2:15].[CH:16]1([N:20]2[CH2:25][CH2:24][CH:23]([O:26][C:27]3[CH:34]=[CH:33][C:30]([CH:31]=O)=[CH:29][CH:28]=3)[CH2:22][CH2:21]2)[CH2:19][CH2:18][CH2:17]1, predict the reaction product. The product is: [CH:16]1([N:20]2[CH2:25][CH2:24][CH:23]([O:26][C:27]3[CH:34]=[CH:33][C:30]([C:31]4[N:15]([CH2:14][CH2:13][O:12][CH3:11])[C:4](=[O:6])[C:3]5[CH:7]=[CH:8][CH:9]=[N:10][C:2]=5[N:1]=4)=[CH:29][CH:28]=3)[CH2:22][CH2:21]2)[CH2:19][CH2:18][CH2:17]1. (3) The product is: [C:60]([O:59][C:57]([N:50]1[CH2:56][CH2:55][CH2:54][N:53]([C:42]([C:41]2[C:40]3[C:35](=[CH:36][CH:37]=[CH:38][CH:39]=3)[N:34]([C:44]3[CH:45]=[CH:46][CH:47]=[CH:48][CH:49]=3)[C:33]=2[O:26][C:27]2[CH:28]=[CH:29][CH:30]=[CH:31][CH:32]=2)=[O:43])[CH2:52][CH2:51]1)=[O:58])([CH3:63])([CH3:61])[CH3:62]. Given the reactants O(C1N(C2C=CC=CC=2)C2C(C=1C(O)=O)=CC=CC=2)C1C=CC=CC=1.[O:26]([C:33]1[N:34]([C:44]2[CH:49]=[CH:48][CH:47]=[CH:46][CH:45]=2)[C:35]2[C:40]([C:41]=1[CH:42]=[O:43])=[CH:39][CH:38]=[CH:37][CH:36]=2)[C:27]1[CH:32]=[CH:31][CH:30]=[CH:29][CH:28]=1.[N:50]1([C:57]([O:59][C:60]([CH3:63])([CH3:62])[CH3:61])=[O:58])[CH2:56][CH2:55][CH2:54][NH:53][CH2:52][CH2:51]1.C(Cl)CCl.C1C=NC2N(O)N=NC=2C=1.CN1CCOCC1, predict the reaction product. (4) Given the reactants C[O:2][C:3]1[CH:4]=[C:5]([C:9]2[O:10][CH:11]=[CH:12][N:13]=2)[CH:6]=[CH:7][CH:8]=1.Br, predict the reaction product. The product is: [O:10]1[CH:11]=[CH:12][N:13]=[C:9]1[C:5]1[CH:4]=[C:3]([OH:2])[CH:8]=[CH:7][CH:6]=1. (5) Given the reactants Br[C:2]1[O:23][C:5]2[N:6]([CH3:22])[CH:7]=[C:8]([C:11]([NH:13][CH2:14][C:15]3[CH:20]=[CH:19][C:18]([Cl:21])=[CH:17][CH:16]=3)=[O:12])[C:9](=[O:10])[C:4]=2[CH:3]=1.[C:24]1([CH:30]([OH:34])[CH2:31][C:32]#[CH:33])[CH:29]=[CH:28][CH:27]=[CH:26][CH:25]=1, predict the reaction product. The product is: [Cl:21][C:18]1[CH:19]=[CH:20][C:15]([CH2:14][NH:13][C:11]([C:8]2[C:9](=[O:10])[C:4]3[CH:3]=[C:2]([C:33]#[C:32][CH2:31][CH:30]([OH:34])[C:24]4[CH:29]=[CH:28][CH:27]=[CH:26][CH:25]=4)[O:23][C:5]=3[N:6]([CH3:22])[CH:7]=2)=[O:12])=[CH:16][CH:17]=1. (6) Given the reactants [Cl:1][C:2]1[N:7]=[C:6](Cl)[C:5]([Cl:9])=[CH:4][N:3]=1.[NH2:10][CH:11]1[CH:15]2[O:16][CH2:17][CH:18]([N:19]3[C:27](=[O:28])[C:26]4[C:21](=[CH:22][CH:23]=[CH:24][CH:25]=4)[C:20]3=[O:29])[CH:14]2[O:13][CH2:12]1, predict the reaction product. The product is: [Cl:1][C:2]1[N:7]=[C:6]([NH:10][CH:11]2[CH:15]3[O:16][CH2:17][CH:18]([N:19]4[C:27](=[O:28])[C:26]5[C:21](=[CH:22][CH:23]=[CH:24][CH:25]=5)[C:20]4=[O:29])[CH:14]3[O:13][CH2:12]2)[C:5]([Cl:9])=[CH:4][N:3]=1. (7) The product is: [Cl:1][C:2]1[CH:21]=[CH:20][C:19]([O:22][CH2:33][CH2:32][N:31]([CH3:35])[CH3:30])=[CH:18][C:3]=1[C:4]([NH:6][CH2:7][C:8]12[CH2:17][CH:12]3[CH2:11][CH:10]([CH2:16][CH:14]([CH2:13]3)[CH2:15]1)[CH2:9]2)=[O:5]. Given the reactants [Cl:1][C:2]1[CH:21]=[CH:20][C:19]([OH:22])=[CH:18][C:3]=1[C:4]([NH:6][CH2:7][C:8]12[CH2:17][CH:12]3[CH2:13][CH:14]([CH2:16][CH:10]([CH2:11]3)[CH2:9]1)[CH2:15]2)=[O:5].C(=O)([O-])[O-].[K+].[K+].Cl.[CH3:30][N:31]([CH3:35])[CH2:32][CH2:33]Cl.Cl, predict the reaction product.